Predict the reactants needed to synthesize the given product. From a dataset of Full USPTO retrosynthesis dataset with 1.9M reactions from patents (1976-2016). (1) Given the product [Cl:8][C:6]1[N:5]=[C:4]([N:9]2[CH:14]([CH3:15])[CH2:13][O:12][CH2:11][CH:10]2[CH3:16])[N:3]=[C:2]([C:25]2[CH:24]=[CH:23][C:22]([NH:21][C:19]([NH:18][CH3:17])=[O:20])=[CH:27][CH:26]=2)[N:7]=1, predict the reactants needed to synthesize it. The reactants are: Cl[C:2]1[N:7]=[C:6]([Cl:8])[N:5]=[C:4]([N:9]2[CH:14]([CH3:15])[CH2:13][O:12][CH2:11][CH:10]2[CH3:16])[N:3]=1.[CH3:17][NH:18][C:19]([NH:21][C:22]1[CH:27]=[CH:26][C:25](B2OC(C)(C)C(C)(C)O2)=[CH:24][CH:23]=1)=[O:20]. (2) Given the product [OH:1][C:2]1[CH:7]=[CH:6][C:5]([C:8]2[CH:13]=[C:12]([O:14][CH3:15])[C:11]([O:16][CH3:17])=[C:10]([CH2:18][CH:19]3[S:23][C:22]([N:33]4[CH2:37][CH2:36][CH2:35][CH2:34]4)=[N:21][C:20]3=[O:25])[CH:9]=2)=[CH:4][C:3]=1[C:26]1([CH3:32])[CH2:27][CH2:28][CH2:29][CH2:30][CH2:31]1, predict the reactants needed to synthesize it. The reactants are: [OH:1][C:2]1[CH:7]=[CH:6][C:5]([C:8]2[CH:13]=[C:12]([O:14][CH3:15])[C:11]([O:16][CH3:17])=[C:10]([CH2:18][CH:19]3[S:23][C:22](=S)[NH:21][C:20]3=[O:25])[CH:9]=2)=[CH:4][C:3]=1[C:26]1([CH3:32])[CH2:31][CH2:30][CH2:29][CH2:28][CH2:27]1.[NH:33]1[CH2:37][CH2:36][CH2:35][CH2:34]1. (3) Given the product [CH3:31][O:30][C:27]1[CH:26]=[CH:25][C:24]([N:23]2[C:7]([C:6]3[CH:10]=[CH:11][C:3]([C:1]#[N:2])=[CH:4][CH:5]=3)=[N:21][C:20]([C:19]([F:32])([F:33])[F:18])=[N:22]2)=[CH:29][CH:28]=1, predict the reactants needed to synthesize it. The reactants are: [C:1]([C:3]1[CH:11]=[CH:10][C:6]([C:7](O)=O)=[CH:5][CH:4]=1)#[N:2].C(Cl)(=O)C(Cl)=O.[F:18][C:19]([F:33])([F:32])[C:20](=[N:22][NH:23][C:24]1[CH:29]=[CH:28][C:27]([O:30][CH3:31])=[CH:26][CH:25]=1)[NH2:21].C(N(C(C)C)CC)(C)C. (4) The reactants are: [OH:1][C:2]1[CH:29]=[C:28]([C:30]2[CH:35]=[CH:34][CH:33]=[CH:32][CH:31]=2)[CH:27]=[CH:26][C:3]=1[C:4]([NH:6][C:7]1[CH:19]=[C:18]([C:20]2[CH:25]=[CH:24][CH:23]=[CH:22][CH:21]=2)[CH:17]=[CH:16][C:8]=1[C:9]([O:11]C(C)(C)C)=[O:10])=[O:5]. Given the product [OH:1][C:2]1[CH:29]=[C:28]([C:30]2[CH:35]=[CH:34][CH:33]=[CH:32][CH:31]=2)[CH:27]=[CH:26][C:3]=1[C:4]([NH:6][C:7]1[CH:19]=[C:18]([C:20]2[CH:25]=[CH:24][CH:23]=[CH:22][CH:21]=2)[CH:17]=[CH:16][C:8]=1[C:9]([OH:11])=[O:10])=[O:5], predict the reactants needed to synthesize it. (5) The reactants are: [CH3:1][C:2]([CH:17]1[CH2:22][CH2:21][NH:20][CH2:19][CH2:18]1)([S:4]([C:7]1[CH:12]=[CH:11][CH:10]=[C:9]([C:13]([F:16])([F:15])[F:14])[CH:8]=1)(=[O:6])=[O:5])[CH3:3].[C:23](O)(=[O:30])[C:24]1[CH:29]=[CH:28][CH:27]=[CH:26][CH:25]=1.CN([P+](ON1N=NC2C=CC=CC1=2)(N(C)C)N(C)C)C.F[P-](F)(F)(F)(F)F.C(N(C(C)C)CC)(C)C. Given the product [C:23]([N:20]1[CH2:21][CH2:22][CH:17]([C:2]([CH3:1])([S:4]([C:7]2[CH:12]=[CH:11][CH:10]=[C:9]([C:13]([F:14])([F:16])[F:15])[CH:8]=2)(=[O:5])=[O:6])[CH3:3])[CH2:18][CH2:19]1)(=[O:30])[C:24]1[CH:29]=[CH:28][CH:27]=[CH:26][CH:25]=1, predict the reactants needed to synthesize it.